From a dataset of Reaction yield outcomes from USPTO patents with 853,638 reactions. Predict the reaction yield, written as a fraction of the theoretical maximum amount of product (1.0 means a 100% yield; for example, 0.34 means a 34% yield). (1) The reactants are [H-].[Na+].[C:3](#[N:7])[CH2:4][C:5]#[N:6].[Si:8]([O:15][C:16]1[CH:24]=[CH:23][C:19]([C:20](O)=[O:21])=[CH:18][CH:17]=1)([C:11]([CH3:14])([CH3:13])[CH3:12])([CH3:10])[CH3:9].[CH3:25]N1CCOCC1.C(OC(Cl)=O)C(C)C.S(OC)(OC)(=O)=O. The catalyst is O1CCCC1. The product is [Si:8]([O:15][C:16]1[CH:24]=[CH:23][C:19]([C:20]([O:21][CH3:25])=[C:4]([C:3]#[N:7])[C:5]#[N:6])=[CH:18][CH:17]=1)([C:11]([CH3:14])([CH3:13])[CH3:12])([CH3:10])[CH3:9]. The yield is 0.610. (2) The reactants are [F:1][C@@H:2]1[CH2:7][CH2:6][N:5]([C:8]([O:10][C:11]([CH3:14])([CH3:13])[CH3:12])=[O:9])[CH2:4][C@H:3]1[OH:15].[CH3:16][C:17]1[CH:22]=[CH:21][C:20]([S:23](Cl)(=[O:25])=[O:24])=[CH:19][CH:18]=1. The catalyst is N1C=CC=CC=1. The product is [F:1][C@@H:2]1[CH2:7][CH2:6][N:5]([C:8]([O:10][C:11]([CH3:12])([CH3:14])[CH3:13])=[O:9])[CH2:4][C@H:3]1[O:15][S:23]([C:20]1[CH:21]=[CH:22][C:17]([CH3:16])=[CH:18][CH:19]=1)(=[O:25])=[O:24]. The yield is 0.750. (3) The reactants are [C:1]([O:5][C:6]([N:8]1[CH2:14][CH2:13][C:12]2[C:15]([S:20][CH2:21][C:22](OC)=[O:23])=[C:16]([Cl:19])[CH:17]=[CH:18][C:11]=2[CH2:10][CH2:9]1)=[O:7])([CH3:4])([CH3:3])[CH3:2].CC(C[AlH]CC(C)C)C.C1(C)C=CC=CC=1. The catalyst is C1COCC1. The product is [C:1]([O:5][C:6]([N:8]1[CH2:14][CH2:13][C:12]2[C:15]([S:20][CH2:21][CH2:22][OH:23])=[C:16]([Cl:19])[CH:17]=[CH:18][C:11]=2[CH2:10][CH2:9]1)=[O:7])([CH3:4])([CH3:3])[CH3:2]. The yield is 0.940. (4) The reactants are [CH:1]([NH:4][C:5]1[CH:10]=[CH:9][CH:8]=[CH:7][C:6]=1[CH2:11][OH:12])([CH3:3])[CH3:2]. The catalyst is C1(C)C=CC=CC=1.[O-2].[O-2].[Mn+4]. The product is [CH:1]([NH:4][C:5]1[CH:10]=[CH:9][CH:8]=[CH:7][C:6]=1[CH:11]=[O:12])([CH3:3])[CH3:2]. The yield is 0.900. (5) The yield is 0.180. The catalyst is CC(C)=O. The reactants are [CH2:1](Br)[C:2]1[CH:7]=[CH:6][CH:5]=[CH:4][CH:3]=1.[N:9]1[CH:14]=[CH:13][C:12]([CH2:15][CH2:16][OH:17])=[CH:11][CH:10]=1.[BH4-].[Na+]. The product is [C:2]1([CH2:1][N:9]2[CH2:10][CH:11]=[C:12]([CH2:15][CH2:16][OH:17])[CH2:13][CH2:14]2)[CH:7]=[CH:6][CH:5]=[CH:4][CH:3]=1.